Predict which catalyst facilitates the given reaction. From a dataset of Catalyst prediction with 721,799 reactions and 888 catalyst types from USPTO. (1) Reactant: [F:1][C:2]1[CH:7]=[CH:6][C:5]([F:8])=[CH:4][CH:3]=1.C([Li])CCC.[N+:14]([C:17]1[CH:24]=[CH:23][C:22]([Cl:25])=[CH:21][C:18]=1[CH:19]=[O:20])([O-:16])=[O:15].[Cl-].[NH4+]. Product: [N+:14]([C:17]1[CH:24]=[CH:23][C:22]([Cl:25])=[CH:21][C:18]=1[CH:19]([C:6]1[CH:7]=[C:2]([F:1])[CH:3]=[CH:4][C:5]=1[F:8])[OH:20])([O-:16])=[O:15]. The catalyst class is: 7. (2) Reactant: [C:1]([O:22][C:23]([CH3:26])([CH3:25])[CH3:24])(=[O:21])[CH2:2][CH2:3][CH2:4][CH2:5][CH2:6][CH2:7][CH2:8][CH2:9][CH2:10][CH2:11][CH2:12][CH2:13][CH2:14][CH2:15][CH2:16][CH2:17][C:18]([O-:20])=[O:19].CCN(C(C)C)C(C)C.[B-](F)(F)(F)F.CN(C(O[N:49]1[C:54](=[O:55])[CH2:53][CH2:52][C:50]1=[O:51])=[N+](C)C)C. The catalyst class is: 1. Product: [C:18]([O:20][N:49]1[C:54](=[O:55])[CH2:53][CH2:52][C:50]1=[O:51])(=[O:19])[CH2:17][CH2:16][CH2:15][CH2:14][CH2:13][CH2:12][CH2:11][CH2:10][CH2:9][CH2:8][CH2:7][CH2:6][CH2:5][CH2:4][CH2:3][CH2:2][C:1]([O:22][C:23]([CH3:26])([CH3:25])[CH3:24])=[O:21]. (3) Reactant: [OH:1][C:2]1[CH:9]=[CH:8][C:5]([C:6]#[N:7])=[CH:4][CH:3]=1.C(=O)([O-])[O-].[K+].[K+].C(#N)C.Br[CH2:20][CH2:21][CH2:22][OH:23]. Product: [OH:23][CH2:22][CH2:21][CH2:20][O:1][C:2]1[CH:9]=[CH:8][C:5]([C:6]#[N:7])=[CH:4][CH:3]=1. The catalyst class is: 226. (4) Reactant: [Cl:1][C:2]1[S:6][C:5]([C:7]2[O:11][N:10]=[C:9]([CH2:12][N:13]3[C:21]4[C:16](=[CH:17][CH:18]=[CH:19][CH:20]=4)[CH:15]=[C:14]3[C:22](O)=[O:23])[CH:8]=2)=[CH:4][CH:3]=1.[B-](F)(F)(F)F.CCOC(C(C#N)=NOC(N(C)C)=[N+](C)C)=O.[C:47]([O:51][C:52]([N:54]1[CH2:59][CH2:58][CH:57]([NH2:60])[CH2:56][CH2:55]1)=[O:53])([CH3:50])([CH3:49])[CH3:48]. Product: [C:47]([O:51][C:52]([N:54]1[CH2:59][CH2:58][CH:57]([NH:60][C:22]([C:14]2[N:13]([CH2:12][C:9]3[CH:8]=[C:7]([C:5]4[S:6][C:2]([Cl:1])=[CH:3][CH:4]=4)[O:11][N:10]=3)[C:21]3[C:16]([CH:15]=2)=[CH:17][CH:18]=[CH:19][CH:20]=3)=[O:23])[CH2:56][CH2:55]1)=[O:53])([CH3:50])([CH3:48])[CH3:49]. The catalyst class is: 2. (5) Reactant: [Na+].[C:2]([O:6][C@@H:7]([C:12]1[C:13]([CH3:32])=[CH:14][C:15]2[N:16]([CH:26]=[C:27]([C:29]([O-])=[O:30])[N:28]=2)[C:17]=1[N:18]1[CH2:23][CH2:22][C:21]([CH3:25])([CH3:24])[CH2:20][CH2:19]1)[C:8]([O:10]C)=[O:9])([CH3:5])([CH3:4])[CH3:3].C(Cl)(=O)C(Cl)=O.O/[N:40]=[C:41](\[NH2:49])/[CH2:42][C:43]1[CH:48]=[CH:47][CH:46]=[CH:45][CH:44]=1.CCN(C(C)C)C(C)C.[Li+].[OH-]. Product: [CH2:42]([C:41]1[N:49]=[C:29]([C:27]2[N:28]=[C:15]3[CH:14]=[C:13]([CH3:32])[C:12]([C@H:7]([O:6][C:2]([CH3:3])([CH3:5])[CH3:4])[C:8]([OH:10])=[O:9])=[C:17]([N:18]4[CH2:19][CH2:20][C:21]([CH3:24])([CH3:25])[CH2:22][CH2:23]4)[N:16]3[CH:26]=2)[O:30][N:40]=1)[C:43]1[CH:48]=[CH:47][CH:46]=[CH:45][CH:44]=1. The catalyst class is: 606. (6) Reactant: [Cl:1][C:2]1[CH:3]=[C:4]([N+:9]([O-:11])=[O:10])[C:5](N)=[N:6][CH:7]=1.N([O-])=O.[Na+].[OH-].[Na+].CCOC(C)=O.[ClH:24]. Product: [Cl:24][C:5]1[C:4]([N+:9]([O-:11])=[O:10])=[CH:3][C:2]([Cl:1])=[CH:7][N:6]=1. The catalyst class is: 6. (7) Reactant: Cl[C:2]([C:11]1[C:12]([Cl:17])=[N:13][CH:14]=[CH:15][CH:16]=1)=[C:3]([C:9]#[N:10])[C:4]([O:6][CH2:7][CH3:8])=[O:5].Cl.[C:19]1([CH:25]([CH:28]([CH3:30])[CH3:29])[CH2:26][NH2:27])[CH:24]=[CH:23][CH:22]=[CH:21][CH:20]=1.C(N(CC)CC)C. Product: [Cl:17][C:12]1[C:11](/[C:2](/[NH:27][CH2:26][CH:25]([C:19]2[CH:20]=[CH:21][CH:22]=[CH:23][CH:24]=2)[CH:28]([CH3:30])[CH3:29])=[C:3](\[C:9]#[N:10])/[C:4]([O:6][CH2:7][CH3:8])=[O:5])=[CH:16][CH:15]=[CH:14][N:13]=1. The catalyst class is: 10.